Task: Regression. Given two drug SMILES strings and cell line genomic features, predict the synergy score measuring deviation from expected non-interaction effect.. Dataset: NCI-60 drug combinations with 297,098 pairs across 59 cell lines Drug 1: CN1C(=O)N2C=NC(=C2N=N1)C(=O)N. Drug 2: CCCCC(=O)OCC(=O)C1(CC(C2=C(C1)C(=C3C(=C2O)C(=O)C4=C(C3=O)C=CC=C4OC)O)OC5CC(C(C(O5)C)O)NC(=O)C(F)(F)F)O. Cell line: IGROV1. Synergy scores: CSS=18.1, Synergy_ZIP=-0.296, Synergy_Bliss=-0.431, Synergy_Loewe=-23.1, Synergy_HSA=-0.576.